This data is from Full USPTO retrosynthesis dataset with 1.9M reactions from patents (1976-2016). The task is: Predict the reactants needed to synthesize the given product. Given the product [F:15][C:16]([F:21])([F:20])[C:17]([OH:19])=[O:18].[CH3:1][S:2]([CH2:5][CH2:6][NH2:7])(=[O:4])=[O:3], predict the reactants needed to synthesize it. The reactants are: [CH3:1][S:2]([CH2:5][CH2:6][NH:7]C(=O)OC(C)(C)C)(=[O:4])=[O:3].[F:15][C:16]([F:21])([F:20])[C:17]([OH:19])=[O:18].